Predict the reactants needed to synthesize the given product. From a dataset of Full USPTO retrosynthesis dataset with 1.9M reactions from patents (1976-2016). (1) Given the product [CH3:13][O:14][C:15]1[CH:20]=[CH:19][CH:18]=[CH:17][C:16]=1[N:21]1[CH2:26][CH2:25][N:24]([C:2]2[CH:3]=[CH:4][C:5]([N+:9]([O-:11])=[O:10])=[C:6]([NH2:8])[CH:7]=2)[CH2:23][CH2:22]1, predict the reactants needed to synthesize it. The reactants are: Cl[C:2]1[CH:3]=[CH:4][C:5]([N+:9]([O-:11])=[O:10])=[C:6]([NH2:8])[CH:7]=1.Cl.[CH3:13][O:14][C:15]1[CH:20]=[CH:19][CH:18]=[CH:17][C:16]=1[N:21]1[CH2:26][CH2:25][NH:24][CH2:23][CH2:22]1.C([O-])([O-])=O.[K+].[K+].O. (2) Given the product [C:11]([C:9]1[NH:8][C:7]2[CH:15]=[CH:16][C:4]([O:3][CH3:2])=[C:5]([C:17]([O:19][CH3:20])=[O:18])[C:6]=2[N:10]=1)#[N:1], predict the reactants needed to synthesize it. The reactants are: [NH3:1].[CH3:2][O:3][C:4]1[CH:16]=[CH:15][C:7]2[NH:8][C:9]([C:11](Cl)(Cl)Cl)=[N:10][C:6]=2[C:5]=1[C:17]([O:19][CH3:20])=[O:18]. (3) Given the product [C:1]([O:5][C:6](=[O:27])[N:7]([C@H:9]([C:11](=[O:26])[NH:12][C@H:13]1[CH2:19][S:18][C:17]2[C:20]([NH2:24])=[CH:21][CH:22]=[CH:23][C:16]=2[N:15]([CH2:35][C:36]2[C:45]3[C:40](=[CH:41][CH:42]=[CH:43][CH:44]=3)[CH:39]=[CH:38][CH:37]=2)[C:14]1=[O:25])[CH3:10])[CH3:8])([CH3:2])([CH3:3])[CH3:4], predict the reactants needed to synthesize it. The reactants are: [C:1]([O:5][C:6](=[O:27])[N:7]([C@H:9]([C:11](=[O:26])[NH:12][C@H:13]1[CH2:19][S:18][C:17]2[C:20]([NH2:24])=[CH:21][CH:22]=[CH:23][C:16]=2[NH:15][C:14]1=[O:25])[CH3:10])[CH3:8])([CH3:4])([CH3:3])[CH3:2].C([O-])([O-])=O.[K+].[K+].Br[CH2:35][C:36]1[C:45]2[C:40](=[CH:41][CH:42]=[CH:43][CH:44]=2)[CH:39]=[CH:38][CH:37]=1. (4) Given the product [OH:4][C:5]1[CH:14]=[CH:13][C:12]2[O:11][C@@H:10]([C:15]3[CH:16]=[CH:17][C:18]([OH:21])=[CH:19][CH:20]=3)[C@H:9]3[CH2:25][C:26](=[O:28])[CH2:27][C@H:8]3[C:7]=2[CH:6]=1, predict the reactants needed to synthesize it. The reactants are: COC[O:4][C:5]1[CH:14]=[CH:13][C:12]2[O:11][CH:10]([C:15]3[CH:20]=[CH:19][C:18]([O:21]COC)=[CH:17][CH:16]=3)[CH:9]3[CH2:25][C:26](=[O:28])[CH2:27][CH:8]3[C:7]=2[CH:6]=1. (5) Given the product [CH2:40]([N:42]([CH2:34][CH:32]1[CH2:33][CH:31]1[C:4]1[CH:3]=[C:2]([F:1])[CH:7]=[CH:6][C:5]=1[S:8]([NH:11][C:16]1[C:25]([C:26]([O:28][CH3:29])=[O:27])=[C:24]2[C:19]([C@H:20]3[CH2:30][C@H:21]3[CH2:22][O:23]2)=[CH:18][CH:17]=1)(=[O:10])=[O:9])[CH2:43][CH3:44])[CH3:41], predict the reactants needed to synthesize it. The reactants are: [F:1][C:2]1[CH:7]=[CH:6][C:5]([S:8]([N:11]([C:16]2[C:25]([C:26]([O:28][CH3:29])=[O:27])=[C:24]3[C:19]([C@H:20]4[CH2:30][C@H:21]4[CH2:22][O:23]3)=[CH:18][CH:17]=2)C(OC)=O)(=[O:10])=[O:9])=[C:4]([CH:31]2[CH2:33][CH:32]2[CH2:34]OS(C)(=O)=O)[CH:3]=1.[CH2:40]([NH:42][CH2:43][CH3:44])[CH3:41]. (6) Given the product [Cl:1][C:2]1[CH:7]=[CH:6][C:5]([CH2:8][CH2:9][NH:10][C:43](=[O:44])[C:42]2[CH:46]=[CH:47][CH:48]=[CH:49][C:41]=2[CH2:40][N:21]2[C:22]3[C:27](=[CH:26][CH:25]=[CH:24][CH:23]=3)[C:28]3([CH2:32][O:31][C:30]4[CH:33]=[C:34]5[C:38](=[CH:39][C:29]3=4)[CH2:37][CH2:36][O:35]5)[C:20]2=[O:19])=[CH:4][CH:3]=1, predict the reactants needed to synthesize it. The reactants are: [Cl:1][C:2]1[CH:7]=[CH:6][C:5]([CH2:8][CH2:9][NH2:10])=[CH:4][CH:3]=1.C1(CN)CCCCC1.[O:19]=[C:20]1[C:28]2([CH2:32][O:31][C:30]3[CH:33]=[C:34]4[C:38](=[CH:39][C:29]2=3)[CH2:37][CH2:36][O:35]4)[C:27]2[C:22](=[CH:23][CH:24]=[CH:25][CH:26]=2)[N:21]1[CH2:40][C:41]1[CH:49]=[CH:48][CH:47]=[CH:46][C:42]=1[C:43](O)=[O:44].O=C1C2(COC3C=C4C(=CC2=3)CCO4)C2C(=CC=CC=2)N1CC1C=C(C=CC=1)C(O)=O. (7) Given the product [CH3:36][C:33]1([CH3:37])[O:32][C:31]2[CH:38]=[CH:39][C:28]([C@H:26]3[O:25][C:24](=[O:40])[N:23]([CH2:22][CH2:21][C:19]4[CH:18]=[CH:17][C:14]5[O:15][CH2:16][C@@H:11]([CH2:10][O:9][CH2:8][C:4]6[CH:5]=[N:6][CH:7]=[C:2]([C:47]7[CH:48]=[CH:49][C:44]([S:42]([CH3:41])=[O:43])=[CH:45][CH:46]=7)[CH:3]=6)[O:12][C:13]=5[CH:20]=4)[CH2:27]3)=[CH:29][C:30]=2[CH2:35][O:34]1, predict the reactants needed to synthesize it. The reactants are: Br[C:2]1[CH:3]=[C:4]([CH2:8][O:9][CH2:10][C@@H:11]2[CH2:16][O:15][C:14]3[CH:17]=[CH:18][C:19]([CH2:21][CH2:22][N:23]4[CH2:27][C@@H:26]([C:28]5[CH:39]=[CH:38][C:31]6[O:32][C:33]([CH3:37])([CH3:36])[O:34][CH2:35][C:30]=6[CH:29]=5)[O:25][C:24]4=[O:40])=[CH:20][C:13]=3[O:12]2)[CH:5]=[N:6][CH:7]=1.[CH3:41][S:42]([C:44]1[CH:49]=[CH:48][C:47](B(O)O)=[CH:46][CH:45]=1)=[O:43].